This data is from Catalyst prediction with 721,799 reactions and 888 catalyst types from USPTO. The task is: Predict which catalyst facilitates the given reaction. Reactant: [N:1]1[C:8](Cl)=[N:7][C:5](Cl)=[N:4][C:2]=1[Cl:3].[Al+3].[Cl-].[Cl-].[Cl-].S(=O)(=O)(O)O.[C:19]1([CH3:26])[CH:24]=[CH:23][CH:22]=[C:21]([CH3:25])[CH:20]=1. Product: [Cl:3][C:2]1[N:4]=[C:5]([C:24]2[CH:23]=[CH:22][C:21]([CH3:25])=[CH:20][C:19]=2[CH3:26])[N:7]=[C:8]([C:24]2[CH:23]=[CH:22][C:21]([CH3:25])=[CH:20][C:19]=2[CH3:26])[N:1]=1.[CH3:26][C:19]1[CH:20]=[C:21]([CH3:25])[CH:22]=[CH:23][C:24]=1[C:2]1[N:4]=[C:5]([C:24]2[CH:23]=[CH:22][C:21]([CH3:25])=[CH:20][C:19]=2[CH3:26])[N:7]=[C:8]([C:24]2[CH:23]=[CH:22][C:21]([CH3:25])=[CH:20][C:19]=2[CH3:26])[N:1]=1. The catalyst class is: 159.